From a dataset of Reaction yield outcomes from USPTO patents with 853,638 reactions. Predict the reaction yield, written as a fraction of the theoretical maximum amount of product (1.0 means a 100% yield; for example, 0.34 means a 34% yield). (1) The yield is 0.560. The reactants are [CH:1]1([CH:7]([C:9]2[S:13][C:12]([Br:14])=[N:11][C:10]=2[Br:15])O)[CH2:6][CH2:5][CH2:4][CH2:3][CH2:2]1.[SiH](CC)(CC)CC.C(O)(C(F)(F)F)=O. The catalyst is C(Cl)Cl. The product is [Br:14][C:12]1[S:13][C:9]([CH2:7][CH:1]2[CH2:2][CH2:3][CH2:4][CH2:5][CH2:6]2)=[C:10]([Br:15])[N:11]=1. (2) The reactants are [Al+3].[Cl-].[Cl-].[Cl-].[CH3:5][O:6][C:7](=[O:17])[C:8]1[CH:13]=[CH:12][C:11]([C:14](Cl)=[O:15])=[CH:10][CH:9]=1.[F:18][C:19]1[CH:24]=[CH:23][CH:22]=[CH:21][C:20]=1[O:25][CH3:26]. The catalyst is ClCCl. The product is [CH3:5][O:6][C:7](=[O:17])[C:8]1[CH:13]=[CH:12][C:11]([C:14](=[O:15])[C:23]2[CH:22]=[CH:21][C:20]([O:25][CH3:26])=[C:19]([F:18])[CH:24]=2)=[CH:10][CH:9]=1. The yield is 0.170. (3) The reactants are [CH3:1][C:2]1([CH3:24])[CH2:11][CH2:10][C:9]([CH3:13])([CH3:12])[C:8]2[CH:7]=[C:6]([CH:14]([OH:17])[C:15]#[CH:16])[CH:5]=[C:4]([O:18][CH2:19][CH2:20][O:21][CH2:22][CH3:23])[C:3]1=2.[OH:25][C:26]1[CH:34]=[C:33](I)[CH:32]=[CH:31][C:27]=1[C:28]([OH:30])=[O:29].[Cl-].[NH4+]. The catalyst is CN(C=O)C.C(N(CC)CC)C.[Cu](I)I. The product is [OH:17][CH:14]([C:6]1[CH:5]=[C:4]([O:18][CH2:19][CH2:20][O:21][CH2:22][CH3:23])[C:3]2[C:2]([CH3:24])([CH3:1])[CH2:11][CH2:10][C:9]([CH3:12])([CH3:13])[C:8]=2[CH:7]=1)[C:15]#[C:16][C:33]1[CH:32]=[CH:31][C:27]([C:28]([OH:30])=[O:29])=[C:26]([OH:25])[CH:34]=1. The yield is 0.420. (4) The reactants are [C:1]([C:3]1[CH:8]=[CH:7][CH:6]=[CH:5][C:4]=1[C:9]1[CH:14]=[CH:13][C:12]([CH2:15][C:16]2[C:17](=[O:41])[N:18]([C@H:28]3[CH2:33][CH2:32][C@H:31]([O:34][CH2:35]C(OCC)=O)[CH2:30][CH2:29]3)[C:19]3[N:20]([N:25]=[CH:26][CH:27]=3)[C:21]=2[CH2:22][CH2:23][CH3:24])=[C:11]([O:42][CH3:43])[CH:10]=1)#[N:2].[CH3:44][Mg]Br.C([O:50][CH2:51][CH3:52])(=O)C. The catalyst is O1CCCC1. The product is [OH:50][C:51]([CH3:52])([CH3:44])[CH2:35][O:34][C@H:31]1[CH2:32][CH2:33][C@H:28]([N:18]2[C:17](=[O:41])[C:16]([CH2:15][C:12]3[CH:13]=[CH:14][C:9]([C:4]4[C:3]([C:1]#[N:2])=[CH:8][CH:7]=[CH:6][CH:5]=4)=[CH:10][C:11]=3[O:42][CH3:43])=[C:21]([CH2:22][CH2:23][CH3:24])[N:20]3[N:25]=[CH:26][CH:27]=[C:19]23)[CH2:29][CH2:30]1. The yield is 0.870. (5) The yield is 0.490. The product is [C:15]([O:19][C:20]([NH:22][C:23]1[CH:28]=[CH:27][CH:26]=[CH:25][C:24]=1[NH:29][C:12]([C:10]1[S:11][C:7]([C:2]2[CH:3]=[CH:4][CH:5]=[CH:6][N:1]=2)=[CH:8][CH:9]=1)=[O:14])=[O:21])([CH3:18])([CH3:16])[CH3:17]. The reactants are [N:1]1[CH:6]=[CH:5][CH:4]=[CH:3][C:2]=1[C:7]1[S:11][C:10]([C:12]([OH:14])=O)=[CH:9][CH:8]=1.[C:15]([O:19][C:20]([NH:22][C:23]1[CH:28]=[CH:27][CH:26]=[CH:25][C:24]=1[NH2:29])=[O:21])([CH3:18])([CH3:17])[CH3:16].[Cl-].C[NH+]1CCOCC1. The catalyst is CN(C)C(=O)C. (6) The reactants are [N+:1]([C:4]1[CH:9]=[CH:8][CH:7]=[CH:6][C:5]=1[NH:10][C@@H:11]([CH3:14])[CH2:12][OH:13])([O-])=O.C(O)(=O)C.[H][H]. The catalyst is [Pd].CO. The product is [NH2:1][C:4]1[CH:9]=[CH:8][CH:7]=[CH:6][C:5]=1[NH:10][C@@H:11]([CH3:14])[CH2:12][OH:13]. The yield is 0.880.